This data is from Reaction yield outcomes from USPTO patents with 853,638 reactions. The task is: Predict the reaction yield, written as a fraction of the theoretical maximum amount of product (1.0 means a 100% yield; for example, 0.34 means a 34% yield). The reactants are [Cl:1][C:2]1[N:7]=[C:6](Cl)[C:5]([N+:9]([O-:11])=[O:10])=[C:4]([CH3:12])[N:3]=1.[CH3:13][O-:14].[Na+]. The catalyst is CO. The product is [Cl:1][C:2]1[N:7]=[C:6]([O:14][CH3:13])[C:5]([N+:9]([O-:11])=[O:10])=[C:4]([CH3:12])[N:3]=1. The yield is 0.650.